Task: Binary Classification. Given a miRNA mature sequence and a target amino acid sequence, predict their likelihood of interaction.. Dataset: Experimentally validated miRNA-target interactions with 360,000+ pairs, plus equal number of negative samples (1) The miRNA is hsa-miR-9-3p with sequence AUAAAGCUAGAUAACCGAAAGU. The protein sequence of the target gene is MSFIFDWIYSGFSSVLQFLGLYKKTGKLVFLGLDNAGKTTLLHMLKDDRLGQHVPTLHPTSEELTIAGMTFTTFDLGGHVQARRVWKNYLPAINGIVFLVDCADHERLLESKEELDSLMTDETIANVPILILGNKIDRPEAISEERLREMFGLYGQTTGKGSISLKELNARPLEVFMCSVLKRQGYGEGFRWMAQYID. Result: 0 (no interaction). (2) The miRNA is hsa-miR-299-5p with sequence UGGUUUACCGUCCCACAUACAU. The protein sequence of the target gene is MSLFFLWLVSYYVGTLGTHTEIKRVAEEKVTLPCHHQLGLPEKDTLDIEWLLTDNEGNQKVVITYSSRHVYNNLTEEQKGRVAFASNFLAGDASLQIEPLKPSDEGRYTCKVKNSGRYVWSHVILKVLVRPSKPKCELEGEPTEGSDLTLQCESASGTKPIVYYWQRIREKEGEDEHLPPKSRIDYNNPGRVLLQNLTMASSGLYQCTAGNEAGKESCVVRVTVQYVQSIGMVAGAVTGIVAGALLIFLLIWLLIRRKSKDRYEEEDRPNEIREDAEAPRARLVKPSSSSSGSRSSRSGS.... Result: 0 (no interaction). (3) Result: 1 (interaction). The protein sequence of the target gene is MWFMYLLSWLSLFIQVAFITLAVAAGLYYLAELIEEYTVATSRIIKYMIWFSTAVLIGLYVFERFPTSMIGVGLFTNLVYFGLLQTFPFIMLTSPNFILSCGLVVVNHYLAFQFFAEEYYPFSEVLAYFTFCLWIIPFAFFVSLSAGENVLPSTMQPGDDVVSNYFTKGKRGKRLGILVVFSFIKEAILPSRQKIY. The miRNA is hsa-miR-1199-5p with sequence CCUGAGCCCGGGCCGCGCAG. (4) The miRNA is hsa-miR-4728-5p with sequence UGGGAGGGGAGAGGCAGCAAGCA. The protein sequence of the target gene is MADDLDFETGDAGASATFPMQCSALRKNGFVVLKGWPCKIVEMSASKTGKHGHAKVHLVGIDIFTGKKYEDICPSTHNMDVPNIKRNDFQLIGIQDGYLSLLQDSGEVPEDLRLPEGDLGKEIEQKYDCGEEILITVLSAMTEEAAVAIKAMAK. Result: 1 (interaction). (5) The protein sequence of the target gene is MDKPRKENEEEPQSRPRPMRRGLRWSTLPKSSPPRSSLRRSSPRRRSSFLRSSCLSSCLRCSSRRTPSAGLSRKDLFEGRPPMEQPPCGVGKHKLEEGSFKERLARSRPQFRGDIHGRNLSNEEMIQAADELEEMKRVRNKLMIMHWKAKRSRPYPI. The miRNA is hsa-miR-423-3p with sequence AGCUCGGUCUGAGGCCCCUCAGU. Result: 1 (interaction). (6) The miRNA is hsa-miR-4705 with sequence UCAAUCACUUGGUAAUUGCUGU. The protein sequence of the target gene is MDPSMGVNSVTISVEGMTCNSCVWTIEQQIGKVNGVHHIKVSLEEKNATIIYDPKLQTPKTLQEAIDDMGFDAVIHNPDPLPVLTDTLFLTVTASLTLPWDHIQSTLLKTKGVTDIKIYPQKRTVAVTIIPSIVNANQIKELVPELSLDTGTLEKKSGACEDHSMAQAGEVVLKMKVEGMTCHSCTSTIEGKIGKLQGVQRIKVSLDNQEATIVYQPHLISVEEMKKQIEAMGFPAFVKKQPKYLKLGAIDVERLKNTPVKSSEGSQQRSPSYTNDSTATFIIDGMHCKSCVSNIESTLS.... Result: 0 (no interaction). (7) The miRNA is hsa-miR-6790-5p with sequence GUGAGUGUGGAUUUGGCGGGGUU. The protein sequence of the target gene is MSEQGGLTPTILEEGQTEPESAPENGILKSESLDEEEKLELQRRLAAQNQERRKSKSGAGKGKLTRSLAVCEESSARSGGESHQDQESIHLQLSSFPSLQEEDKSRKDDSEREKEKDKNREKLSERPKIRMLSKDCSQEYTDSTGIDLHGFLINTLKNNSRDRMILLKMEQEMIDFIADSNNHYKKFPQMSSYQRMLVHRVAAYFGLDHNVDQTGKSVIINKTSSTRIPEQRFCEHLKDEKSEESQKRFILKRDNSSIDKEDNQNRMHPFRDDRRSKSIEEREEEYQRVRERIFAHDSVC.... Result: 0 (no interaction).